Dataset: Forward reaction prediction with 1.9M reactions from USPTO patents (1976-2016). Task: Predict the product of the given reaction. (1) Given the reactants [H-].[Na+].[Br:3][C:4]1[CH:12]=[C:11]2[C:7]([C:8]([CH2:13][CH3:14])=[N:9][NH:10]2)=[CH:6][CH:5]=1.[CH:15]1(Br)[CH2:19][CH2:18][CH2:17][CH2:16]1.O, predict the reaction product. The product is: [Br:3][C:4]1[CH:12]=[C:11]2[C:7]([C:8]([CH2:13][CH3:14])=[N:9][N:10]2[CH:15]2[CH2:19][CH2:18][CH2:17][CH2:16]2)=[CH:6][CH:5]=1. (2) Given the reactants [Br:1][C:2]1[CH:10]=[CH:9][CH:8]=[CH:7][C:3]=1[C:4]([OH:6])=O.CN(C(ON1N=NC2C=CC=NC1=2)=[N+](C)C)C.F[P-](F)(F)(F)(F)F.CCN(C(C)C)C(C)C.[I-].[CH2:45]([N+:49]1[N:53]=[C:52]([CH3:54])[S:51][C:50]=1[CH3:55])[CH2:46][CH2:47][CH3:48], predict the reaction product. The product is: [Br:1][C:2]1[CH:10]=[CH:9][CH:8]=[CH:7][C:3]=1[C:4](=[O:6])/[CH:55]=[C:50]1\[S:51][C:52]([CH3:54])=[N:53][N:49]\1[CH2:45][CH2:46][CH2:47][CH3:48]. (3) The product is: [S:2]1[CH2:5][CH:4]([NH:6][C:55](=[O:56])[C:54]2[CH:58]=[CH:59][C:51]([C:49]3[CH2:50][C:46]([C:40]4[CH:39]=[C:38]([Cl:37])[C:43]([Cl:44])=[C:42]([Cl:45])[CH:41]=4)([C:64]([F:65])([F:66])[F:67])[CH2:47][N:48]=3)=[CH:52][C:53]=2[C:60]([F:63])([F:62])[F:61])[CH2:3]1. Given the reactants Br.[S:2]1[CH2:5][CH:4]([NH2:6])[CH2:3]1.C(N(CC)CC)C.Cl.CN(C)CCCN=C=NCC.O.ON1C2C=CC=CC=2N=N1.[Cl:37][C:38]1[CH:39]=[C:40]([C:46]2([C:64]([F:67])([F:66])[F:65])[CH2:50][C:49]([C:51]3[CH:59]=[CH:58][C:54]([C:55](O)=[O:56])=[C:53]([C:60]([F:63])([F:62])[F:61])[CH:52]=3)=[N:48][CH2:47]2)[CH:41]=[C:42]([Cl:45])[C:43]=1[Cl:44], predict the reaction product. (4) The product is: [C:1]([O:5][C:6]([N:8]1[CH2:12][CH2:11][CH2:10][C@H:9]1[CH2:13][NH:54][C:49]1[CH:48]=[CH:47][CH:46]=[C:56]([C:22]2[O:61][C:59](=[O:60])[N:16]([CH3:17])[N:15]=2)[CH:55]=1)=[O:7])([CH3:2])([CH3:3])[CH3:4]. Given the reactants [C:1]([O:5][C:6]([N:8]1[CH2:12][CH2:11][CH2:10][C@H:9]1[CH2:13]O)=[O:7])([CH3:4])([CH3:3])[CH3:2].[N:15]([C:22](OCC)=O)=[N:16][C:17](OCC)=O.C1(P(C2C=CC=CC=2)C2C=CC=CC=2)C=CC=CC=1.[CH2:46]1[CH2:56][CH2:55][N:54]2[C:49](=NCCC2)[CH2:48][CH2:47]1.SC[C:59]([OH:61])=[O:60], predict the reaction product. (5) Given the reactants F[C:2](F)(F)[C:3]([OH:5])=O.[Cl:8][C:9]1[CH:14]=[CH:13][C:12]([C@H:15]([N:17]2[C:21]3[CH:22]=[C:23]([N:26]4[CH2:31][CH2:30][NH:29][C@H:28]([CH3:32])[CH2:27]4)[CH:24]=[CH:25][C:20]=3[N:19]=[CH:18]2)[CH3:16])=[C:11]([C:33]([F:36])([F:35])[F:34])[CH:10]=1, predict the reaction product. The product is: [Cl:8][C:9]1[CH:14]=[CH:13][C:12]([C@H:15]([N:17]2[C:21]3[CH:22]=[C:23]([N:26]4[CH2:31][CH2:30][N:29]([C:3]([C@H:2]5[CH2:11][CH2:12][CH2:15][NH:17]5)=[O:5])[C@H:28]([CH3:32])[CH2:27]4)[CH:24]=[CH:25][C:20]=3[N:19]=[CH:18]2)[CH3:16])=[C:11]([C:33]([F:36])([F:34])[F:35])[CH:10]=1. (6) The product is: [C:25]([C:22]1[CH:23]=[CH:24][C:19]([O:18][CH2:17][C:13]2([OH:16])[CH2:14][CH2:15][NH:10][CH2:11][CH2:12]2)=[CH:20][CH:21]=1)(=[O:1])[NH2:26]. Given the reactants [OH-:1].[Na+].C([N:10]1[CH2:15][CH2:14][C:13]([CH2:17][O:18][C:19]2[CH:24]=[CH:23][C:22]([C:25]#[N:26])=[CH:21][CH:20]=2)([OH:16])[CH2:12][CH2:11]1)C1C=CC=CC=1, predict the reaction product. (7) Given the reactants [NH:1]1[CH:5]=[CH:4][CH:3]=[C:2]1[CH:6]=O.[CH3:8][C:9]1[CH:14]=[CH:13][CH:12]=[CH:11][C:10]=1[CH2:15][C:16]#[N:17], predict the reaction product. The product is: [CH3:8][C:9]1[CH:14]=[CH:13][CH:12]=[CH:11][C:10]=1/[C:15](=[CH:6]/[C:2]1[NH:1][CH:5]=[CH:4][CH:3]=1)/[C:16]#[N:17].